Dataset: Reaction yield outcomes from USPTO patents with 853,638 reactions. Task: Predict the reaction yield, written as a fraction of the theoretical maximum amount of product (1.0 means a 100% yield; for example, 0.34 means a 34% yield). (1) The reactants are [CH3:1][O:2][C:3]1[CH:8]=[CH:7][CH:6]=[CH:5][C:4]=1[CH2:9][C:10]([OH:12])=O.CN(C(ON1N=NC2C=CC=NC1=2)=[N+](C)C)C.F[P-](F)(F)(F)(F)F.CCN(C(C)C)C(C)C.[NH2:46][C:47]1[CH:48]=[C:49]([C:53]#[C:54][C:55]2[C:56]([NH2:62])=[N:57][CH:58]=[N:59][C:60]=2[NH2:61])[CH:50]=[CH:51][CH:52]=1. The catalyst is CN(C=O)C. The product is [NH2:61][C:60]1[C:55]([C:54]#[C:53][C:49]2[CH:48]=[C:47]([NH:46][C:10](=[O:12])[CH2:9][C:4]3[CH:5]=[CH:6][CH:7]=[CH:8][C:3]=3[O:2][CH3:1])[CH:52]=[CH:51][CH:50]=2)=[C:56]([NH2:62])[N:57]=[CH:58][N:59]=1. The yield is 0.560. (2) The reactants are [N+:1]([C:4]1[CH:10]=[CH:9][C:7]([NH2:8])=[CH:6][CH:5]=1)([O-:3])=[O:2].[Br:11]Br. The catalyst is CC(O)=O. The product is [Br:11][C:9]1[CH:10]=[C:4]([N+:1]([O-:3])=[O:2])[CH:5]=[CH:6][C:7]=1[NH2:8]. The yield is 0.800. (3) The reactants are [NH2:1][C:2]1[C:3]([O:14][CH3:15])=[N:4][C:5]2[C:10]([N:11]=1)=[CH:9][C:8]([O:12][CH3:13])=[CH:7][CH:6]=2.Cl[C:17]([O:19][CH2:20][CH3:21])=[O:18].N1C=CC=CC=1. The catalyst is ClCCl. The product is [CH3:15][O:14][C:3]1[C:2]([NH:1][C:17](=[O:18])[O:19][CH2:20][CH3:21])=[N:11][C:10]2[C:5](=[CH:6][CH:7]=[C:8]([O:12][CH3:13])[CH:9]=2)[N:4]=1. The yield is 0.960.